From a dataset of Catalyst prediction with 721,799 reactions and 888 catalyst types from USPTO. Predict which catalyst facilitates the given reaction. (1) Reactant: [C:1]1([C:7]2[C:8]([C:13](OC)=[O:14])=[N:9][CH:10]=[CH:11][CH:12]=2)[CH:6]=[CH:5][CH:4]=[CH:3][CH:2]=1.[Li+].[BH4-]. Product: [C:1]1([C:7]2[C:8]([CH2:13][OH:14])=[N:9][CH:10]=[CH:11][CH:12]=2)[CH:2]=[CH:3][CH:4]=[CH:5][CH:6]=1. The catalyst class is: 7. (2) Reactant: [C:1]([NH:8][CH2:9][C:10]([OH:12])=O)([O:3][C:4]([CH3:7])([CH3:6])[CH3:5])=[O:2].C1CCC(N=C=NC2CCCCC2)CC1.[CH3:28][O:29][C:30]1[CH:35]=[CH:34][C:33]([NH2:36])=[CH:32][CH:31]=1. Product: [CH3:28][O:29][C:30]1[CH:35]=[CH:34][C:33]([NH:36][C:10]([CH2:9][NH:8][C:1](=[O:2])[O:3][C:4]([CH3:5])([CH3:6])[CH3:7])=[O:12])=[CH:32][CH:31]=1. The catalyst class is: 4. (3) Reactant: [Si:1]([O:18][C@H:19]([CH3:40])[CH2:20][CH2:21][CH2:22][CH2:23][O:24][C:25]1([CH2:38]I)[CH2:30][CH2:29][N:28]([C:31]([O:33][C:34]([CH3:37])([CH3:36])[CH3:35])=[O:32])[CH2:27][CH2:26]1)([C:14]([CH3:17])([CH3:16])[CH3:15])([C:8]1[CH:13]=[CH:12][CH:11]=[CH:10][CH:9]=1)[C:2]1[CH:7]=[CH:6][CH:5]=[CH:4][CH:3]=1. Product: [Si:1]([O:18][C@H:19]([CH3:40])[CH2:20][CH2:21][CH2:22][CH2:23][O:24][C:25]1([CH3:38])[CH2:30][CH2:29][N:28]([C:31]([O:33][C:34]([CH3:37])([CH3:36])[CH3:35])=[O:32])[CH2:27][CH2:26]1)([C:14]([CH3:16])([CH3:17])[CH3:15])([C:8]1[CH:9]=[CH:10][CH:11]=[CH:12][CH:13]=1)[C:2]1[CH:3]=[CH:4][CH:5]=[CH:6][CH:7]=1. The catalyst class is: 19.